Dataset: Full USPTO retrosynthesis dataset with 1.9M reactions from patents (1976-2016). Task: Predict the reactants needed to synthesize the given product. (1) Given the product [CH3:12][S:13][CH2:14][CH2:15][N:16]([CH2:30][C:31]1[CH:32]=[CH:33][C:34]([F:37])=[CH:35][CH:36]=1)[C:17]1[CH:18]=[CH:19][C:20]([S:23]([NH:26][CH2:27][CH3:28])(=[O:24])=[O:25])=[CH:21][CH:22]=1, predict the reactants needed to synthesize it. The reactants are: B.C1COCC1.C1COCC1.[CH3:12][S:13][CH2:14][CH2:15][N:16]([C:30](=O)[C:31]1[CH:36]=[CH:35][C:34]([F:37])=[CH:33][CH:32]=1)[C:17]1[CH:22]=[CH:21][C:20]([S:23]([NH:26][C:27](=O)[CH3:28])(=[O:25])=[O:24])=[CH:19][CH:18]=1. (2) Given the product [Cl:1][C:2]1[CH:3]=[C:4]2[C:10]([C:11]3[N:16]=[C:15]([NH:31][CH:32]4[CH2:37][CH2:36][CH2:35][CH:34]([C:38]([OH:40])=[O:39])[CH:33]4[OH:41])[C:14]([F:20])=[CH:13][N:12]=3)=[CH:9][N:8]([S:21]([C:24]3[CH:29]=[CH:28][C:27]([CH3:30])=[CH:26][CH:25]=3)(=[O:23])=[O:22])[C:5]2=[N:6][CH:7]=1, predict the reactants needed to synthesize it. The reactants are: [Cl:1][C:2]1[CH:3]=[C:4]2[C:10]([C:11]3[N:16]=[C:15](S(C)=O)[C:14]([F:20])=[CH:13][N:12]=3)=[CH:9][N:8]([S:21]([C:24]3[CH:29]=[CH:28][C:27]([CH3:30])=[CH:26][CH:25]=3)(=[O:23])=[O:22])[C:5]2=[N:6][CH:7]=1.[NH2:31][CH:32]1[CH2:37][CH2:36][CH2:35][CH:34]([C:38]([OH:40])=[O:39])[CH:33]1[OH:41].CCN(C(C)C)C(C)C. (3) The reactants are: Cl[C:2]1[N:7]=[C:6]([C:8]2[S:12][C:11]([CH:13]3[CH2:17][CH2:16][O:15][CH2:14]3)=[N:10][C:9]=2[C:18]2[C:19]([F:36])=[C:20]([NH:24][S:25]([C:28]3[C:33]([F:34])=[CH:32][CH:31]=[CH:30][C:29]=3[F:35])(=[O:27])=[O:26])[CH:21]=[CH:22][CH:23]=2)[CH:5]=[CH:4][N:3]=1.[NH3:37]. Given the product [NH2:37][C:2]1[N:7]=[C:6]([C:8]2[S:12][C:11]([CH:13]3[CH2:17][CH2:16][O:15][CH2:14]3)=[N:10][C:9]=2[C:18]2[C:19]([F:36])=[C:20]([NH:24][S:25]([C:28]3[C:33]([F:34])=[CH:32][CH:31]=[CH:30][C:29]=3[F:35])(=[O:27])=[O:26])[CH:21]=[CH:22][CH:23]=2)[CH:5]=[CH:4][N:3]=1, predict the reactants needed to synthesize it. (4) Given the product [CH3:2][O:3][C:4]1[CH:9]=[CH:8][C:7]([C:10]2[N:15]=[C:13]([CH3:14])[S:12][CH:11]=2)=[CH:6][CH:5]=1, predict the reactants needed to synthesize it. The reactants are: Br.[CH3:2][O:3][C:4]1[CH:9]=[CH:8][C:7]([C:10](=O)[CH2:11][S:12][C:13](=[NH:15])[CH3:14])=[CH:6][CH:5]=1.